From a dataset of Full USPTO retrosynthesis dataset with 1.9M reactions from patents (1976-2016). Predict the reactants needed to synthesize the given product. (1) Given the product [OH:12][C@@H:11]1[C@@:10]([CH3:20])([CH2:14][CH2:15][CH:16]=[C:17]([CH3:18])[CH3:19])[C@@H:9]2[C@:8]([OH:48])([O:29][CH3:30])[C@@:7]([CH2:31][CH:32]=[C:33]([CH3:34])[CH3:35])([C:6]([O:5][CH3:4])=[C:22]([CH2:23][CH:24]=[C:25]([CH3:26])[CH3:27])[C:21]2=[O:28])[CH2:13]1, predict the reactants needed to synthesize it. The reactants are: C(Cl)Cl.[CH3:4][O:5][C:6]1[C@@:7]2([CH2:31][CH:32]=[C:33]([CH3:35])[CH3:34])[CH2:13][CH:11]3[O:12][C@@:8]2([O:29][CH3:30])[C@H:9]([C:21](=[O:28])[C:22]=1[CH2:23][CH:24]=[C:25]([CH3:27])[CH3:26])[C@:10]3([CH3:20])[CH2:14][CH2:15][CH:16]=[C:17]([CH3:19])[CH3:18].BrB(C)C.CCCCCC.CC[O:48]C(C)=O. (2) Given the product [Br:1][C:2]1[CH:3]=[C:4]([NH:8][C:9]2[C:18]3[C:13](=[CH:14][CH:15]=[C:16]([O:19][CH2:23][C:24]4[CH:25]=[CH:26][C:27]([C:28]([NH:30][C:31]5[CH:36]=[CH:35][CH:34]=[CH:33][C:32]=5[NH:37][C:38](=[O:44])[O:39][C:40]([CH3:43])([CH3:41])[CH3:42])=[O:29])=[CH:45][CH:46]=4)[CH:17]=3)[N:12]=[CH:11][N:10]=2)[CH:5]=[CH:6][CH:7]=1, predict the reactants needed to synthesize it. The reactants are: [Br:1][C:2]1[CH:3]=[C:4]([NH:8][C:9]2[C:18]3[C:13](=[CH:14][CH:15]=[C:16]([OH:19])[CH:17]=3)[N:12]=[CH:11][N:10]=2)[CH:5]=[CH:6][CH:7]=1.[H-].[Na+].Br[CH2:23][C:24]1[CH:46]=[CH:45][C:27]([C:28]([NH:30][C:31]2[CH:36]=[CH:35][CH:34]=[CH:33][C:32]=2[NH:37][C:38](=[O:44])[O:39][C:40]([CH3:43])([CH3:42])[CH3:41])=[O:29])=[CH:26][CH:25]=1.O. (3) Given the product [CH3:12][O:11][C:4]1[N:3]=[C:2]([NH2:13])[C:7]([N+:8]([O-:10])=[O:9])=[CH:6][CH:5]=1, predict the reactants needed to synthesize it. The reactants are: Cl[C:2]1[C:7]([N+:8]([O-:10])=[O:9])=[CH:6][CH:5]=[C:4]([O:11][CH3:12])[N:3]=1.[NH3:13]. (4) Given the product [CH2:11]([N:18]([CH2:7][O:4][CH3:1])[CH2:19][Si:20]([CH3:23])([CH3:22])[CH3:21])[C:12]1[CH:17]=[CH:16][CH:15]=[CH:14][CH:13]=1, predict the reactants needed to synthesize it. The reactants are: [C:1](=[O:4])([O-])[O-].[K+].[K+].[CH3:7]O.C=O.[CH2:11]([NH:18][CH2:19][Si:20]([CH3:23])([CH3:22])[CH3:21])[C:12]1[CH:17]=[CH:16][CH:15]=[CH:14][CH:13]=1. (5) The reactants are: [CH3:1][C:2]1[NH:3][C:4]2[C:9]([CH:10]=1)=[CH:8][C:7]([C:11]([O:13][CH3:14])=[O:12])=[CH:6][CH:5]=2.Br[CH2:16][C:17]1[CH:22]=[CH:21][C:20]([C:23]2[C:24]([C:29]([O:31][C:32]([CH3:35])([CH3:34])[CH3:33])=[O:30])=[CH:25][CH:26]=[CH:27][CH:28]=2)=[CH:19][CH:18]=1. Given the product [C:32]([O:31][C:29]([C:24]1[CH:25]=[CH:26][CH:27]=[CH:28][C:23]=1[C:20]1[CH:21]=[CH:22][C:17]([CH2:16][N:3]2[C:4]3[C:9](=[CH:8][C:7]([C:11]([O:13][CH3:14])=[O:12])=[CH:6][CH:5]=3)[CH:10]=[C:2]2[CH3:1])=[CH:18][CH:19]=1)=[O:30])([CH3:35])([CH3:34])[CH3:33], predict the reactants needed to synthesize it. (6) Given the product [Cl:8][C:5]1[N:6]=[CH:7][C:2]([C:31]2[CH:32]=[CH:33][C:34]3[N:35]([CH:37]=[C:38]([NH:40][C:41](=[O:43])[CH3:42])[N:39]=3)[N:36]=2)=[CH:3][C:4]=1[NH:9][S:10]([C:13]1[CH:18]=[CH:17][C:16]([C:19]([OH:22])([CH3:21])[CH3:20])=[CH:15][CH:14]=1)(=[O:12])=[O:11], predict the reactants needed to synthesize it. The reactants are: Br[C:2]1[CH:3]=[C:4]([NH:9][S:10]([C:13]2[CH:18]=[CH:17][C:16]([C:19]([OH:22])([CH3:21])[CH3:20])=[CH:15][CH:14]=2)(=[O:12])=[O:11])[C:5]([Cl:8])=[N:6][CH:7]=1.CC1(C)C(C)(C)OB([C:31]2[CH:32]=[CH:33][C:34]3[N:35]([CH:37]=[C:38]([NH:40][C:41](=[O:43])[CH3:42])[N:39]=3)[N:36]=2)O1.C(=O)([O-])[O-].[Na+].[Na+]. (7) Given the product [F:29][C:2]([F:28])([F:1])[C:3]1[CH:27]=[CH:26][C:6]([CH2:7][N:8]2[C:24](=[O:25])[N:11]3[N:12]=[CH:13][C:14]([C:17]4[CH:18]=[CH:19][C:20]([Cl:23])=[CH:21][CH:22]=4)=[C:15]([C:30]#[N:31])[C:10]3=[N:9]2)=[CH:5][CH:4]=1, predict the reactants needed to synthesize it. The reactants are: [F:1][C:2]([F:29])([F:28])[C:3]1[CH:27]=[CH:26][C:6]([CH2:7][N:8]2[C:24](=[O:25])[N:11]3[N:12]=[CH:13][C:14]([C:17]4[CH:22]=[CH:21][C:20]([Cl:23])=[CH:19][CH:18]=4)=[C:15](Cl)[C:10]3=[N:9]2)=[CH:5][CH:4]=1.[C-:30]#[N:31].[K+]. (8) Given the product [OH:32][CH2:31][CH2:33][NH:34][C:4]([C:6]1[C:7]2[S:15][CH:14]=[C:13]([CH2:16][O:17][C:18]3[CH:23]=[CH:22][CH:21]=[C:20]([NH:24][C:25]4[CH:30]=[CH:29][CH:28]=[CH:27][CH:26]=4)[CH:19]=3)[C:8]=2[C:9]([NH2:12])=[N:10][CH:11]=1)=[O:5], predict the reactants needed to synthesize it. The reactants are: C(O[C:4]([C:6]1[C:7]2[S:15][CH:14]=[C:13]([CH2:16][O:17][C:18]3[CH:23]=[CH:22][CH:21]=[C:20]([NH:24][C:25]4[CH:30]=[CH:29][CH:28]=[CH:27][CH:26]=4)[CH:19]=3)[C:8]=2[C:9]([NH2:12])=[N:10][CH:11]=1)=[O:5])C.[CH2:31]([CH2:33][NH2:34])[OH:32].